This data is from Full USPTO retrosynthesis dataset with 1.9M reactions from patents (1976-2016). The task is: Predict the reactants needed to synthesize the given product. (1) Given the product [CH2:1]([O:3][C:4](=[O:17])[CH:5]([C:7]1[CH:8]=[N:9][C:10]([NH2:14])=[C:11]([F:13])[CH:12]=1)[CH3:6])[CH3:2], predict the reactants needed to synthesize it. The reactants are: [CH2:1]([O:3][C:4](=[O:17])[CH:5]([C:7]1[CH:8]=[N:9][C:10]([N+:14]([O-])=O)=[C:11]([F:13])[CH:12]=1)[CH3:6])[CH3:2].[H][H]. (2) Given the product [CH:18]1([NH:21][CH2:2][C:3]([NH:5][C:6]2[S:14][C:9]3[CH2:10][O:11][CH2:12][CH2:13][C:8]=3[C:7]=2[C:15]([NH2:17])=[O:16])=[O:4])[CH2:20][CH2:19]1, predict the reactants needed to synthesize it. The reactants are: Cl[CH2:2][C:3]([NH:5][C:6]1[S:14][C:9]2[CH2:10][O:11][CH2:12][CH2:13][C:8]=2[C:7]=1[C:15]([NH2:17])=[O:16])=[O:4].[CH:18]1([NH2:21])[CH2:20][CH2:19]1. (3) Given the product [F:21][C:19]1([F:22])[O:18][C:17]2[CH:23]=[CH:24][C:14]([C:11]3([C:9]([NH:8][C:6]4[N:7]=[C:2]([C:32]5[CH:33]=[N:34][C:29]([O:28][CH3:27])=[CH:30][CH:31]=5)[C:3]([CH3:26])=[C:4]([CH3:25])[CH:5]=4)=[O:10])[CH2:13][CH2:12]3)=[CH:15][C:16]=2[O:20]1, predict the reactants needed to synthesize it. The reactants are: Cl[C:2]1[N:7]=[C:6]([NH:8][C:9]([C:11]2([C:14]3[CH:24]=[CH:23][C:17]4[O:18][C:19]([F:22])([F:21])[O:20][C:16]=4[CH:15]=3)[CH2:13][CH2:12]2)=[O:10])[CH:5]=[C:4]([CH3:25])[C:3]=1[CH3:26].[CH3:27][O:28][C:29]1[N:34]=[CH:33][C:32](B(O)O)=[CH:31][CH:30]=1.C([O-])([O-])=O.[Na+].[Na+]. (4) Given the product [CH2:28]([O:30][CH2:31][C:32]1[N:12]([NH:13][C:14](=[O:15])[O:16][C:17]([CH3:20])([CH3:19])[CH3:18])[C:11]2[C:10]3[CH:9]=[CH:8][CH:7]=[CH:6][C:5]=3[N:4]=[CH:3][C:2]=2[N:1]=1)[CH3:29], predict the reactants needed to synthesize it. The reactants are: [NH2:1][C:2]1[CH:3]=[N:4][C:5]2[C:10]([C:11]=1[NH:12][NH:13][C:14]([O:16][C:17]([CH3:20])([CH3:19])[CH3:18])=[O:15])=[CH:9][CH:8]=[CH:7][CH:6]=2.C(N(CC)CC)C.[CH2:28]([O:30][CH2:31][C:32](Cl)=O)[CH3:29].CCOCC. (5) The reactants are: O1[C:5]2([CH2:10][CH2:9][C:8]([C:11]3[N:16]=[C:15]([NH:17][C:18]4[N:23]=[CH:22][C:21]5[N:24]=[C:25]([CH2:30][O:31]C6CCCCO6)[N:26]([CH:27]([CH3:29])[CH3:28])[C:20]=5[CH:19]=4)[CH:14]=[CH:13][N:12]=3)=[CH:7][CH2:6]2)[O:4]CC1.C(O)C.Cl. Given the product [OH:31][CH2:30][C:25]1[N:26]([CH:27]([CH3:29])[CH3:28])[C:20]2[CH:19]=[C:18]([NH:17][C:15]3[CH:14]=[CH:13][N:12]=[C:11]([C:8]4[CH2:9][CH2:10][C:5](=[O:4])[CH2:6][CH:7]=4)[N:16]=3)[N:23]=[CH:22][C:21]=2[N:24]=1, predict the reactants needed to synthesize it.